Dataset: Forward reaction prediction with 1.9M reactions from USPTO patents (1976-2016). Task: Predict the product of the given reaction. (1) Given the reactants [C:1]([O:5][C:6]([N:8]1[CH2:12][CH2:11][C:10]([OH:14])([CH3:13])[CH2:9]1)=[O:7])([CH3:4])([CH3:3])[CH3:2].[C:15](Cl)([Cl:17])=[O:16], predict the reaction product. The product is: [C:1]([O:5][C:6]([N:8]1[CH2:12][CH2:11][C:10]([O:14][C:15]([Cl:17])=[O:16])([CH3:13])[CH2:9]1)=[O:7])([CH3:4])([CH3:2])[CH3:3]. (2) The product is: [C:13]([N:9]1[CH2:10][CH2:11][C:7]([C:1]2[CH:2]=[CH:3][CH:4]=[CH:5][CH:6]=2)=[N:8]1)(=[O:20])[C:14]1[CH:19]=[CH:18][CH:17]=[N:16][CH:15]=1. Given the reactants [C:1]1([C:7]2[CH2:11][CH2:10][NH:9][N:8]=2)[CH:6]=[CH:5][CH:4]=[CH:3][CH:2]=1.Cl.[C:13](Cl)(=[O:20])[C:14]1[CH:19]=[CH:18][CH:17]=[N:16][CH:15]=1.C(N(CC)CC)C, predict the reaction product. (3) Given the reactants CS(C1C=CC(C2N3C(C=NC(NC4C=CC(N5CCOCC5)=CC=4)=N3)=C(C)C=2)=CC=1)(=O)=O.[NH2:34][C:35]1[CH:40]=[CH:39][C:38]([N:41]2[CH2:46][CH2:45][CH2:44][CH:43]([C:47]([N:49]3[CH2:54][CH2:53][N:52]([CH3:55])[CH2:51][CH2:50]3)=[O:48])[CH2:42]2)=[CH:37][CH:36]=1.[F:56][C:57]([F:62])([F:61])[C:58]([OH:60])=[O:59].[CH3:63][O:64][C:65]1[CH:70]=[CH:69][CH:68]=[CH:67][C:66]=1[C:71]1[N:79]2[C:74]([CH:75]=[N:76][C:77](NC3C=NC(N4CCOCC4)=CC=3)=[N:78]2)=[CH:73][CH:72]=1.COCC(O)C, predict the reaction product. The product is: [F:56][C:57]([F:62])([F:61])[C:58]([OH:60])=[O:59].[CH3:63][O:64][C:65]1[CH:70]=[CH:69][CH:68]=[CH:67][C:66]=1[C:71]1[N:79]2[C:74]([CH:75]=[N:76][C:77]([NH:34][C:35]3[CH:40]=[CH:39][C:38]([N:41]4[CH2:46][CH2:45][CH2:44][CH:43]([C:47]([N:49]5[CH2:54][CH2:53][N:52]([CH3:55])[CH2:51][CH2:50]5)=[O:48])[CH2:42]4)=[CH:37][CH:36]=3)=[N:78]2)=[CH:73][CH:72]=1. (4) The product is: [CH3:3][C:4]1[O:8][C:7]([C:9]2[CH:14]=[CH:13][CH:12]=[CH:11][CH:10]=2)=[N:6][C:5]=1[CH2:15][O:16][C:17]1[CH:18]=[CH:19][C:20]([CH2:21][O:22]/[N:23]=[C:24](/[C:32]2[CH:37]=[CH:36][N:35]=[CH:34][CH:33]=2)\[CH2:25][CH2:26][C:27]([OH:29])=[O:28])=[CH:38][CH:39]=1. Given the reactants [OH-].[Na+].[CH3:3][C:4]1[O:8][C:7]([C:9]2[CH:14]=[CH:13][CH:12]=[CH:11][CH:10]=2)=[N:6][C:5]=1[CH2:15][O:16][C:17]1[CH:39]=[CH:38][C:20]([CH2:21][O:22][N:23]=[C:24]([C:32]2[CH:37]=[CH:36][N:35]=[CH:34][CH:33]=2)[CH2:25][CH2:26][C:27]([O:29]CC)=[O:28])=[CH:19][CH:18]=1.CO.Cl, predict the reaction product. (5) Given the reactants [Br:1][C:2]1[C:7]([OH:8])=[CH:6][CH:5]=[C:4]([I:9])[N:3]=1.[C:10](=O)([O-])[O-].[Cs+].[Cs+].CI.O, predict the reaction product. The product is: [Br:1][C:2]1[C:7]([O:8][CH3:10])=[CH:6][CH:5]=[C:4]([I:9])[N:3]=1. (6) Given the reactants S1CCCCS1.BrCC(C)=CCCC(C)=CCCC(C)=CCOC(=O)C.CC(OI1(OC(C)=O)(OC(C)=O)OC(=O)C2C=CC=CC1=2)=O.[OH:49][CH2:50][CH:51]=[C:52]([CH3:80])[CH2:53][CH2:54][CH:55]=[C:56]([CH3:79])[CH2:57][CH2:58][CH:59]=[C:60]([CH3:78])[CH2:61][C:62](=O)[CH:63]=[C:64]([CH3:76])[CH2:65][CH2:66][CH:67]=[C:68]([CH3:75])[CH2:69][CH2:70][CH:71]=[C:72]([CH3:74])[CH3:73].NN.[OH-].[K+].Cl, predict the reaction product. The product is: [CH3:80][C:52]([CH2:53][CH2:54][CH:55]=[C:56]([CH3:79])[CH2:57][CH2:58][CH:59]=[C:60]([CH3:78])[CH2:61][CH2:62][CH:63]=[C:64]([CH3:76])[CH2:65][CH2:66][CH:67]=[C:68]([CH3:75])[CH2:69][CH2:70][CH:71]=[C:72]([CH3:74])[CH3:73])=[CH:51][CH2:50][OH:49].